Dataset: Reaction yield outcomes from USPTO patents with 853,638 reactions. Task: Predict the reaction yield, written as a fraction of the theoretical maximum amount of product (1.0 means a 100% yield; for example, 0.34 means a 34% yield). The reactants are [Cl:1][C:2]1[CH:3]=[C:4]([NH:9][C:10]2[CH:15]=[CH:14][C:13]([N:16]3[CH2:21][CH2:20][NH:19][CH2:18][C@@H:17]3[CH3:22])=[CH:12][N:11]=2)[C:5](=[O:8])[NH:6][CH:7]=1.[O:23]1[CH2:26][C:25](=O)[CH2:24]1.[BH3-]C#N.[Na+]. The catalyst is CO.[Cl-].[Cl-].[Zn+2]. The product is [Cl:1][C:2]1[CH:3]=[C:4]([NH:9][C:10]2[CH:15]=[CH:14][C:13]([N:16]3[CH2:21][CH2:20][N:19]([CH:25]4[CH2:26][O:23][CH2:24]4)[CH2:18][C@@H:17]3[CH3:22])=[CH:12][N:11]=2)[C:5](=[O:8])[NH:6][CH:7]=1. The yield is 0.250.